Dataset: Catalyst prediction with 721,799 reactions and 888 catalyst types from USPTO. Task: Predict which catalyst facilitates the given reaction. (1) Reactant: [C:1]([Si:5]([CH3:35])([CH3:34])[O:6][CH:7]([C:30]([CH3:33])([CH3:32])[CH3:31])[CH2:8][O:9][C:10]1[CH:15]=[CH:14][C:13]([C:16]([C:21]2[S:25][C:24]([CH2:26][OH:27])=[C:23]([CH3:28])[CH:22]=2)([CH2:19][CH3:20])[CH2:17][CH3:18])=[CH:12][C:11]=1[CH3:29])([CH3:4])([CH3:3])[CH3:2].[H-].[Na+].Br[CH2:39][C:40]([O:42][CH3:43])=[O:41]. Product: [CH3:43][O:42][C:40](=[O:41])[CH2:39][O:27][CH2:26][C:24]1[S:25][C:21]([C:16]([C:13]2[CH:14]=[CH:15][C:10]([O:9][CH2:8][CH:7]([O:6][Si:5]([C:1]([CH3:4])([CH3:3])[CH3:2])([CH3:35])[CH3:34])[C:30]([CH3:33])([CH3:32])[CH3:31])=[C:11]([CH3:29])[CH:12]=2)([CH2:17][CH3:18])[CH2:19][CH3:20])=[CH:22][C:23]=1[CH3:28]. The catalyst class is: 1. (2) Reactant: [CH3:1][CH:2]1[CH2:7][N:6]([C:8]([O:10][CH2:11][C:12]2[CH:17]=[CH:16][CH:15]=[CH:14][CH:13]=2)=[O:9])[CH2:5][CH:4]=[CH:3]1.C1C=C(Cl)C=C(C(OO)=[O:26])C=1. Product: [CH3:1][CH:2]1[CH:3]2[CH:4]([O:26]2)[CH2:5][N:6]([C:8]([O:10][CH2:11][C:12]2[CH:17]=[CH:16][CH:15]=[CH:14][CH:13]=2)=[O:9])[CH2:7]1. The catalyst class is: 2. (3) Product: [C:17]([O:16][C:14](=[O:15])[NH:13][C@@:8]1([C:6](=[O:7])[NH:33][C:30]2[CH:31]=[CH:32][C:25]3[CH2:24][CH2:23][N:22]([CH3:21])[CH2:28][CH2:27][C:26]=3[CH:29]=2)[CH2:12][CH2:11][O:10][CH2:9]1)([CH3:18])([CH3:19])[CH3:20]. The catalyst class is: 49. Reactant: C(O[C:6]([C@:8]1([NH:13][C:14]([O:16][C:17]([CH3:20])([CH3:19])[CH3:18])=[O:15])[CH2:12][CH2:11][O:10][CH2:9]1)=[O:7])CCC.[CH3:21][N:22]1[CH2:28][CH2:27][C:26]2[CH:29]=[C:30]([NH2:33])[CH:31]=[CH:32][C:25]=2[CH2:24][CH2:23]1.[Li+].C[Si]([N-][Si](C)(C)C)(C)C.[NH4+].[Cl-]. (4) Reactant: [H-].[Na+].Cl[CH2:4][CH2:5][S:6](Cl)(=[O:8])=[O:7].[CH3:10][C:11]1[CH:30]=[CH:29][C:14]([O:15][C:16]2[CH:21]=[CH:20][C:19]([C:22]3[C:23]([NH2:28])=[N:24][CH:25]=[CH:26][CH:27]=3)=[CH:18][CH:17]=2)=[CH:13][CH:12]=1. Product: [CH3:10][C:11]1[CH:12]=[CH:13][C:14]([O:15][C:16]2[CH:21]=[CH:20][C:19]([C:22]3[C:23]4=[N:28][S:6](=[O:8])(=[O:7])[CH2:5][CH2:4][N:24]4[CH:25]=[CH:26][CH:27]=3)=[CH:18][CH:17]=2)=[CH:29][CH:30]=1. The catalyst class is: 1. (5) Reactant: [Cl:1][C:2]1[CH:27]=[CH:26][C:5]([CH2:6][C:7](=[CH:22][N:23](C)C)[C:8]([C@H:10]2[CH2:14][CH2:13][CH2:12][N:11]2[C:15]([O:17][C:18]([CH3:21])([CH3:20])[CH3:19])=[O:16])=O)=[CH:4][CH:3]=1.[NH2:28]N. Product: [Cl:1][C:2]1[CH:27]=[CH:26][C:5]([CH2:6][C:7]2[CH:22]=[N:23][NH:28][C:8]=2[C@H:10]2[CH2:14][CH2:13][CH2:12][N:11]2[C:15]([O:17][C:18]([CH3:21])([CH3:20])[CH3:19])=[O:16])=[CH:4][CH:3]=1. The catalyst class is: 8. (6) Reactant: C(OC1C=CC(O[CH2:14][C@@H:15]([OH:36])[CH2:16][NH:17][C@@H:18]([CH2:21][C:22]2[CH:27]=[CH:26][C:25]([O:28][C:29]3[C:34]([CH3:35])=[CH:33][CH:32]=[CH:31][N:30]=3)=[CH:24][CH:23]=2)[CH2:19][OH:20])=CC=1[N+]([O-])=O)C1C=CC=CC=1.C(=O)(O)[O-].[Na+].[CH2:47]([O:54][C:55](Cl)=[O:56])[C:48]1[CH:53]=[CH:52][CH:51]=[CH:50][CH:49]=1. Product: [CH2:47]([O:54][C:55]([N:17]([CH2:16][CH:15]([OH:36])[CH3:14])[C@@H:18]([CH2:21][C:22]1[CH:23]=[CH:24][C:25]([O:28][C:29]2[C:34]([CH3:35])=[CH:33][CH:32]=[CH:31][N:30]=2)=[CH:26][CH:27]=1)[CH2:19][OH:20])=[O:56])[C:48]1[CH:53]=[CH:52][CH:51]=[CH:50][CH:49]=1. The catalyst class is: 7. (7) Reactant: Cl[C:2]1[S:3][C:4]([CH2:7][NH:8][C:9](=[O:17])[C:10]2[CH:15]=[CH:14][CH:13]=[N:12][C:11]=2[NH2:16])=[CH:5][N:6]=1.[CH2:18]([OH:25])[C:19]1[CH:24]=[CH:23][CH:22]=[CH:21][CH:20]=1.CC(C)(C)[O-].[K+].COCCOC. Product: [CH2:18]([O:25][C:2]1[S:3][C:4]([CH2:7][NH:8][C:9](=[O:17])[C:10]2[CH:15]=[CH:14][CH:13]=[N:12][C:11]=2[NH2:16])=[CH:5][N:6]=1)[C:19]1[CH:24]=[CH:23][CH:22]=[CH:21][CH:20]=1. The catalyst class is: 6.